The task is: Predict the reaction yield, written as a fraction of the theoretical maximum amount of product (1.0 means a 100% yield; for example, 0.34 means a 34% yield).. This data is from Reaction yield outcomes from USPTO patents with 853,638 reactions. (1) The reactants are C([O:4][C@H:5]1[C@@H:37]([O:38]C(=O)C)[C@H:36]([O:42]C(=O)C)[C@@H:35]([CH2:46][O:47]C(=O)C)[O:34][C@@H:6]1[O:7][C:8]1[CH:13]=[CH:12][C:11]([N:14]2[C:22]3[C:17](=[CH:18][C:19]([NH:23][C:24](=[O:32])[C:25]4[CH:30]=[CH:29][C:28]([Cl:31])=[CH:27][CH:26]=4)=[CH:20][CH:21]=3)[CH:16]=[CH:15]2)=[CH:10][C:9]=1[Cl:33])(=O)C. The catalyst is CO. The product is [O:7]([C:8]1[CH:13]=[CH:12][C:11]([N:14]2[C:22]3[C:17](=[CH:18][C:19]([NH:23][C:24](=[O:32])[C:25]4[CH:30]=[CH:29][C:28]([Cl:31])=[CH:27][CH:26]=4)=[CH:20][CH:21]=3)[CH:16]=[CH:15]2)=[CH:10][C:9]=1[Cl:33])[C@H:6]1[O:34][C@H:35]([CH2:46][OH:47])[C@@H:36]([OH:42])[C@H:37]([OH:38])[C@@H:5]1[OH:4]. The yield is 0.850. (2) The yield is 0.810. The reactants are O1CCOCC1.[NH:7]1[C:15]2[C:10](=[CH:11][CH:12]=[CH:13][CH:14]=2)[C:9]2([C:27]3[C:18](=[CH:19][C:20]4[O:25][CH2:24][CH2:23][O:22][C:21]=4[CH:26]=3)[O:17][CH2:16]2)[C:8]1=[O:28].C(=O)([O-])[O-].[Cs+].[Cs+].Cl.Cl[CH2:37][C:38]1[C:43]([C:44]([F:47])([F:46])[F:45])=[CH:42][CH:41]=[CH:40][N:39]=1. The product is [F:47][C:44]([F:45])([F:46])[C:43]1[C:38]([CH2:37][N:7]2[C:15]3[C:10](=[CH:11][CH:12]=[CH:13][CH:14]=3)[C:9]3([C:27]4[C:18](=[CH:19][C:20]5[O:25][CH2:24][CH2:23][O:22][C:21]=5[CH:26]=4)[O:17][CH2:16]3)[C:8]2=[O:28])=[N:39][CH:40]=[CH:41][CH:42]=1. The catalyst is ClCCl.O. (3) No catalyst specified. The reactants are [N:1]1([C:7]2[N:12]=[C:11]([N:13]3[CH2:18][CH2:17][O:16][CH2:15][CH2:14]3)[N:10]=[C:9]([C:19]3[CH:25]=[CH:24][C:22]([NH2:23])=[CH:21][CH:20]=3)[N:8]=2)[CH2:6][CH2:5][O:4][CH2:3][CH2:2]1.[F:26][C:27]1[CH:32]=[CH:31][C:30]([N:33]=[C:34]=[O:35])=[CH:29][CH:28]=1. The yield is 0.330. The product is [N:1]1([C:7]2[N:12]=[C:11]([N:13]3[CH2:18][CH2:17][O:16][CH2:15][CH2:14]3)[N:10]=[C:9]([C:19]3[CH:25]=[CH:24][C:22]([NH:23][C:34]([NH:33][C:30]4[CH:31]=[CH:32][C:27]([F:26])=[CH:28][CH:29]=4)=[O:35])=[CH:21][CH:20]=3)[N:8]=2)[CH2:2][CH2:3][O:4][CH2:5][CH2:6]1.